Dataset: Catalyst prediction with 721,799 reactions and 888 catalyst types from USPTO. Task: Predict which catalyst facilitates the given reaction. (1) Reactant: [F:1][C:2]1[CH:9]=[CH:8][C:7]([OH:10])=[CH:6][C:3]=1[CH:4]=[O:5].CC1C=CC(S(O[CH2:22][C@H:23]2[CH2:27][O:26][C:25]([CH3:29])([CH3:28])[O:24]2)(=O)=O)=CC=1.C([O-])([O-])=O.[K+].[K+].O. Product: [CH3:28][C:25]1([CH3:29])[O:24][C@@H:23]([CH2:22][O:10][C:7]2[CH:8]=[CH:9][C:2]([F:1])=[C:3]([CH:6]=2)[CH:4]=[O:5])[CH2:27][O:26]1. The catalyst class is: 16. (2) Reactant: [CH:1]1[CH:2]=[CH:3][C:4]([CH:7]([S:33]([OH:36])(=[O:35])=[O:34])[C:8]([NH:10][C@@H:11]2[C:14](=[O:15])[N:13]3[C:16]([C:30]([OH:32])=[O:31])=[C:17]([CH2:20][N+:21]4[CH:22]=[CH:23][C:24]([C:27]([NH2:29])=[O:28])=[CH:25][CH:26]=4)[CH2:18][S:19][C@H:12]23)=[O:9])=[CH:5][CH:6]=1.C([O-])(=O)C.[Na+:41]. Product: [CH:1]1[CH:2]=[CH:3][C:4]([CH:7]([S:33]([O-:36])(=[O:34])=[O:35])[C:8]([NH:10][C@@H:11]2[C:14](=[O:15])[N:13]3[C:16]([C:30]([O-:32])=[O:31])=[C:17]([CH2:20][N+:21]4[CH:26]=[CH:25][C:24]([C:27]([NH2:29])=[O:28])=[CH:23][CH:22]=4)[CH2:18][S:19][C@H:12]23)=[O:9])=[CH:5][CH:6]=1.[Na+:41]. The catalyst class is: 18. (3) The catalyst class is: 264. Product: [CH2:31]([O:33][C:34]([CH:36]1[CH2:41][CH2:40][N:39]([C:17]2[CH:16]=[C:15]([C:9]([OH:14])([C:10]([F:12])([F:11])[F:13])[CH:8]([C:7]3[CH:6]=[CH:5][C:4]([O:23][S:24]([C:27]([F:28])([F:29])[F:30])(=[O:25])=[O:26])=[CH:3][C:2]=3[Cl:1])[CH3:22])[CH:20]=[CH:19][N:18]=2)[CH2:38][CH2:37]1)=[O:35])[CH3:32]. Reactant: [Cl:1][C:2]1[CH:3]=[C:4]([O:23][S:24]([C:27]([F:30])([F:29])[F:28])(=[O:26])=[O:25])[CH:5]=[CH:6][C:7]=1[CH:8]([CH3:22])[C:9]([C:15]1[CH:20]=[CH:19][N:18]=[C:17](Cl)[CH:16]=1)([OH:14])[C:10]([F:13])([F:12])[F:11].[CH2:31]([O:33][C:34]([CH:36]1[CH2:41][CH2:40][NH:39][CH2:38][CH2:37]1)=[O:35])[CH3:32].